Dataset: Retrosynthesis with 50K atom-mapped reactions and 10 reaction types from USPTO. Task: Predict the reactants needed to synthesize the given product. (1) Given the product COC(=O)C(Cc1c[nH]cn1)NC1CCC2(CCCCC2)CC1, predict the reactants needed to synthesize it. The reactants are: COC(=O)[C@@H](N)Cc1c[nH]cn1.O=C1CCC2(CCCCC2)CC1. (2) The reactants are: CC1(C)OCC(c2ccc([N+](=O)[O-])cn2)O1. Given the product CC1(C)OCC(c2ccc(N)cn2)O1, predict the reactants needed to synthesize it. (3) Given the product CCOP(C)(=O)COS(=O)(=O)c1ccccc1C(F)(F)F, predict the reactants needed to synthesize it. The reactants are: CCOP(C)(=O)CO.O=S(=O)(Cl)c1ccccc1C(F)(F)F. (4) Given the product CC1(C2CCN(CC(N)=O)c3ccccc32)COC1, predict the reactants needed to synthesize it. The reactants are: CC1(C2CCNc3ccccc32)COC1.NC(=O)CI.